This data is from Peptide-MHC class I binding affinity with 185,985 pairs from IEDB/IMGT. The task is: Regression. Given a peptide amino acid sequence and an MHC pseudo amino acid sequence, predict their binding affinity value. This is MHC class I binding data. The peptide sequence is KFKPRFAGV. The MHC is HLA-B15:17 with pseudo-sequence HLA-B15:17. The binding affinity (normalized) is 0.0847.